Task: Regression. Given a peptide amino acid sequence and an MHC pseudo amino acid sequence, predict their binding affinity value. This is MHC class I binding data.. Dataset: Peptide-MHC class I binding affinity with 185,985 pairs from IEDB/IMGT (1) The peptide sequence is KTFPPTEPK. The MHC is HLA-B58:01 with pseudo-sequence HLA-B58:01. The binding affinity (normalized) is 0.0847. (2) The peptide sequence is QRALFMHFR. The MHC is HLA-A68:01 with pseudo-sequence HLA-A68:01. The binding affinity (normalized) is 0.705. (3) The peptide sequence is ISTNIRQA. The MHC is HLA-A68:02 with pseudo-sequence HLA-A68:02. The binding affinity (normalized) is 0.0986. (4) The peptide sequence is AMGLVFICV. The binding affinity (normalized) is 0. The MHC is HLA-A24:02 with pseudo-sequence HLA-A24:02.